Dataset: Full USPTO retrosynthesis dataset with 1.9M reactions from patents (1976-2016). Task: Predict the reactants needed to synthesize the given product. (1) The reactants are: [Br:1][C:2]1[CH:7]=[CH:6][C:5]([N:8]2[C:12](=[O:13])[NH:11][N:10]=[CH:9]2)=[C:4]([F:14])[CH:3]=1.[OH-].[Na+].Br[CH2:18][C:19]([N:21]1[CH2:25][CH2:24][CH2:23][CH2:22]1)=[O:20]. Given the product [Br:1][C:2]1[CH:7]=[CH:6][C:5]([N:8]2[C:12](=[O:13])[N:11]([CH2:18][C:19](=[O:20])[N:21]3[CH2:25][CH2:24][CH2:23][CH2:22]3)[N:10]=[CH:9]2)=[C:4]([F:14])[CH:3]=1, predict the reactants needed to synthesize it. (2) Given the product [Cl:11][C:6]1[C:7]2[CH2:8][CH2:9][N:18]([C:19]3[CH:20]=[N:21][CH:22]=[CH:23][CH:24]=3)[C:2]=2[N:3]=[C:4]([N:12]2[CH2:17][CH2:16][O:15][CH2:14][CH2:13]2)[N:5]=1, predict the reactants needed to synthesize it. The reactants are: Cl[C:2]1[C:7]([CH2:8][CH2:9]Cl)=[C:6]([Cl:11])[N:5]=[C:4]([N:12]2[CH2:17][CH2:16][O:15][CH2:14][CH2:13]2)[N:3]=1.[NH2:18][C:19]1[CH:20]=[N:21][CH:22]=[CH:23][CH:24]=1.